From a dataset of NCI-60 drug combinations with 297,098 pairs across 59 cell lines. Regression. Given two drug SMILES strings and cell line genomic features, predict the synergy score measuring deviation from expected non-interaction effect. (1) Drug 1: C1CCC(CC1)NC(=O)N(CCCl)N=O. Drug 2: C(CN)CNCCSP(=O)(O)O. Cell line: K-562. Synergy scores: CSS=-3.60, Synergy_ZIP=-9.64, Synergy_Bliss=-19.5, Synergy_Loewe=-29.6, Synergy_HSA=-21.3. (2) Drug 1: CC(C1=C(C=CC(=C1Cl)F)Cl)OC2=C(N=CC(=C2)C3=CN(N=C3)C4CCNCC4)N. Drug 2: C1=CC=C(C=C1)NC(=O)CCCCCCC(=O)NO. Cell line: NCI-H322M. Synergy scores: CSS=7.19, Synergy_ZIP=1.26, Synergy_Bliss=0.408, Synergy_Loewe=-6.05, Synergy_HSA=-1.37. (3) Drug 1: C1CCC(CC1)NC(=O)N(CCCl)N=O. Drug 2: C1CN(CCN1C(=O)CCBr)C(=O)CCBr. Cell line: SK-MEL-2. Synergy scores: CSS=-0.199, Synergy_ZIP=1.13, Synergy_Bliss=9.97, Synergy_Loewe=-4.23, Synergy_HSA=3.42. (4) Drug 1: CN(C)C1=NC(=NC(=N1)N(C)C)N(C)C. Drug 2: C1=NC2=C(N1)C(=S)N=CN2. Cell line: SW-620. Synergy scores: CSS=-0.755, Synergy_ZIP=-4.38, Synergy_Bliss=-8.56, Synergy_Loewe=-31.9, Synergy_HSA=-11.5.